Dataset: Reaction yield outcomes from USPTO patents with 853,638 reactions. Task: Predict the reaction yield, written as a fraction of the theoretical maximum amount of product (1.0 means a 100% yield; for example, 0.34 means a 34% yield). The reactants are [Cl:1][C:2]1[N:7]=[C:6]([C:8]([O:10][CH3:11])=[O:9])[CH:5]=[C:4](Cl)[N:3]=1.Cl.[NH2:14][C@@H:15]([CH3:20])[C:16]([O:18][CH3:19])=[O:17].CCN(C(C)C)C(C)C. The catalyst is C(#N)C. The product is [Cl:1][C:2]1[N:7]=[C:6]([C:8]([O:10][CH3:11])=[O:9])[CH:5]=[C:4]([NH:14][C@@H:15]([CH3:20])[C:16]([O:18][CH3:19])=[O:17])[N:3]=1. The yield is 0.610.